Dataset: TCR-epitope binding with 47,182 pairs between 192 epitopes and 23,139 TCRs. Task: Binary Classification. Given a T-cell receptor sequence (or CDR3 region) and an epitope sequence, predict whether binding occurs between them. (1) The epitope is VTIAEILLI. The TCR CDR3 sequence is CASSLTSLNTEAFF. Result: 0 (the TCR does not bind to the epitope). (2) The epitope is HTTDPSFLGRY. The TCR CDR3 sequence is CASSLEGQGYEQYF. Result: 1 (the TCR binds to the epitope). (3) The epitope is FVRATATIPI. The TCR CDR3 sequence is CASSYDLGDLQETQYF. Result: 1 (the TCR binds to the epitope). (4) The epitope is GILGFVFTL. The TCR CDR3 sequence is CASSQETGLGNQPQHF. Result: 1 (the TCR binds to the epitope). (5) Result: 0 (the TCR does not bind to the epitope). The TCR CDR3 sequence is CASSEWARGNEQFF. The epitope is HPKVSSEVHI. (6) The epitope is YVFCTVNAL. The TCR CDR3 sequence is CASSHSRGSGNTIYF. Result: 0 (the TCR does not bind to the epitope). (7) The epitope is LLQTGIHVRVSQPSL. The TCR CDR3 sequence is CASSFKGQNTEAFF. Result: 1 (the TCR binds to the epitope). (8) The epitope is RLYYDSMSY. The TCR CDR3 sequence is CSVGFPGSNYGYTF. Result: 0 (the TCR does not bind to the epitope).